Dataset: Forward reaction prediction with 1.9M reactions from USPTO patents (1976-2016). Task: Predict the product of the given reaction. Given the reactants CON(C)[C:4]([C:6]1[N:7]=[C:8]([C:18]2[CH:23]=[CH:22][C:21]([Cl:24])=[CH:20][C:19]=2[Cl:25])[N:9]([C:11]2[CH:16]=[CH:15][C:14]([Cl:17])=[CH:13][CH:12]=2)[CH:10]=1)=[O:5].[CH3:27][Mg]I.Cl, predict the reaction product. The product is: [Cl:17][C:14]1[CH:13]=[CH:12][C:11]([N:9]2[CH:10]=[C:6]([C:4](=[O:5])[CH3:27])[N:7]=[C:8]2[C:18]2[CH:23]=[CH:22][C:21]([Cl:24])=[CH:20][C:19]=2[Cl:25])=[CH:16][CH:15]=1.